Dataset: Forward reaction prediction with 1.9M reactions from USPTO patents (1976-2016). Task: Predict the product of the given reaction. (1) Given the reactants C(O)(=O)C(O)=O.[CH2:7]1[C:10]2([CH2:13][NH:12][CH2:11]2)[CH2:9][O:8]1.[CH2:7]1[C:10]2([CH2:13][NH:12][CH2:11]2)[CH2:9][O:8]1.Cl[CH2:22][C:23]1[CH:28]=[CH:27][C:26]([S:29][CH:30]2[CH2:33][N:32]([C:34]([C:36]3[O:37][C:38]([C:41]4[CH:46]=[CH:45][CH:44]=[CH:43][CH:42]=4)=[N:39][N:40]=3)=[O:35])[CH2:31]2)=[CH:25][CH:24]=1.C(N(C(C)C)C(C)C)C.CO, predict the reaction product. The product is: [CH2:7]1[C:10]2([CH2:13][N:12]([CH2:22][C:23]3[CH:24]=[CH:25][C:26]([S:29][CH:30]4[CH2:33][N:32]([C:34]([C:36]5[O:37][C:38]([C:41]6[CH:46]=[CH:45][CH:44]=[CH:43][CH:42]=6)=[N:39][N:40]=5)=[O:35])[CH2:31]4)=[CH:27][CH:28]=3)[CH2:11]2)[CH2:9][O:8]1. (2) Given the reactants [F:1][C:2]1[CH:7]=[CH:6][C:5]([C@:8]2([CH2:32][CH2:33][CH2:34][OH:35])[O:13][C:12](=[O:14])[N:11]([C@H:15]([C:17]3[CH:22]=[CH:21][C:20](B4OC(C)(C)C(C)(C)O4)=[CH:19][CH:18]=3)[CH3:16])[CH2:10][CH2:9]2)=[CH:4][CH:3]=1.Br[C:37]1[CH:42]=[C:41]([CH3:43])[N:40]=[C:39]([CH3:44])[N:38]=1, predict the reaction product. The product is: [CH3:44][C:39]1[N:38]=[C:37]([C:20]2[CH:19]=[CH:18][C:17]([C@@H:15]([N:11]3[CH2:10][CH2:9][C@@:8]([C:5]4[CH:6]=[CH:7][C:2]([F:1])=[CH:3][CH:4]=4)([CH2:32][CH2:33][CH2:34][OH:35])[O:13][C:12]3=[O:14])[CH3:16])=[CH:22][CH:21]=2)[CH:42]=[C:41]([CH3:43])[N:40]=1. (3) Given the reactants [O:1]=[S:2]1(=[O:28])[C:8]2[CH:9]=[CH:10][CH:11]=[CH:12][C:7]=2[CH2:6][N:5]([C:13]2[CH:22]=[C:21]([CH2:23][CH2:24][C:25]#[N:26])[C:20]3[C:15](=[CH:16][CH:17]=[C:18]([CH3:27])[CH:19]=3)[N:14]=2)[CH2:4][CH2:3]1.[OH-:29].[K+], predict the reaction product. The product is: [O:28]=[S:2]1(=[O:1])[C:8]2[CH:9]=[CH:10][CH:11]=[CH:12][C:7]=2[CH2:6][N:5]([C:13]2[CH:22]=[C:21]([CH2:23][CH2:24][C:25]([NH2:26])=[O:29])[C:20]3[C:15](=[CH:16][CH:17]=[C:18]([CH3:27])[CH:19]=3)[N:14]=2)[CH2:4][CH2:3]1. (4) Given the reactants C[Si]([N-][Si](C)(C)C)(C)C.[Na+].[N:11]1([C:17]2[N:18]=[C:19]([CH2:24][C:25]([O:27][CH2:28][CH3:29])=[O:26])[NH:20][C:21](=[O:23])[CH:22]=2)[CH2:16][CH2:15][O:14][CH2:13][CH2:12]1.[C:30]1(B(O)O)[CH:35]=[CH:34][CH:33]=[CH:32][CH:31]=1, predict the reaction product. The product is: [N:11]1([C:17]2[N:18]=[C:19]([CH2:24][C:25]([O:27][CH2:28][CH3:29])=[O:26])[N:20]([C:30]3[CH:35]=[CH:34][CH:33]=[CH:32][CH:31]=3)[C:21](=[O:23])[CH:22]=2)[CH2:12][CH2:13][O:14][CH2:15][CH2:16]1. (5) Given the reactants Br[C:2]1[CH:3]=[C:4]([C:9]([NH:12][C:13](=[O:23])[O:14][CH:15]2[CH:20]3[CH2:21][CH2:22][N:17]([CH2:18][CH2:19]3)[CH2:16]2)([CH3:11])[CH3:10])[CH:5]=[CH:6][C:7]=1[F:8], predict the reaction product. The product is: [F:8][C:7]1[CH:6]=[CH:5][C:4]([C:2]2[C:7]([F:8])=[CH:6][CH:5]=[C:4]([C:9]([NH:12][C:13](=[O:23])[O:14][CH:15]3[CH:20]4[CH2:21][CH2:22][N:17]([CH2:18][CH2:19]4)[CH2:16]3)([CH3:11])[CH3:10])[CH:3]=2)=[CH:3][CH:2]=1. (6) Given the reactants [S:1]1[CH:5]=[CH:4][C:3]2[CH2:6][C:7]3[CH:11]=[CH:10][S:9][C:8]=3[C:2]1=2.[CH2:12](Br)[CH2:13][CH2:14][CH2:15][CH2:16][CH3:17].[I-].[K+], predict the reaction product. The product is: [CH2:12]([C:6]1([CH2:7][CH2:8][CH2:2][CH2:3][CH2:4][CH3:5])[C:7]2[CH:11]=[CH:10][S:9][C:8]=2[C:2]2[S:1][CH:5]=[CH:4][C:3]1=2)[CH2:13][CH2:14][CH2:15][CH2:16][CH3:17].